From a dataset of Catalyst prediction with 721,799 reactions and 888 catalyst types from USPTO. Predict which catalyst facilitates the given reaction. (1) Reactant: Br[C:2]1[CH:3]=[C:4]2[C:10]([CH3:11])=[CH:9][N:8]([CH2:12][O:13][CH2:14][CH2:15][Si:16]([CH3:19])([CH3:18])[CH3:17])[C:5]2=[N:6][CH:7]=1.[B:20]1([B:20]2[O:24][C:23]([CH3:26])([CH3:25])[C:22]([CH3:28])([CH3:27])[O:21]2)[O:24][C:23]([CH3:26])([CH3:25])[C:22]([CH3:28])([CH3:27])[O:21]1.CC([O-])=O.[K+]. Product: [CH3:11][C:10]1[C:4]2[C:5](=[N:6][CH:7]=[C:2]([B:20]3[O:24][C:23]([CH3:26])([CH3:25])[C:22]([CH3:28])([CH3:27])[O:21]3)[CH:3]=2)[N:8]([CH2:12][O:13][CH2:14][CH2:15][Si:16]([CH3:19])([CH3:18])[CH3:17])[CH:9]=1. The catalyst class is: 12. (2) Reactant: [F:1][C:2]1[CH:7]=[CH:6][C:5]([C:8]2[N:9]=[C:10]3[C:15]([CH:16]=[CH2:17])=[N:14][CH:13]=[CH:12][N:11]3[CH:18]=2)=[CH:4][CH:3]=1.[C:19](O[C:19]([O:21][C:22]([CH3:25])([CH3:24])[CH3:23])=[O:20])([O:21][C:22]([CH3:25])([CH3:24])[CH3:23])=[O:20].[OH-].[NH4+:35]. Product: [C:22]([O:21][C:19](=[O:20])[NH:35][CH2:17][CH2:16][C:15]1[C:10]2[N:11]([CH:18]=[C:8]([C:5]3[CH:4]=[CH:3][C:2]([F:1])=[CH:7][CH:6]=3)[N:9]=2)[CH:12]=[CH:13][N:14]=1)([CH3:25])([CH3:24])[CH3:23]. The catalyst class is: 12. (3) Reactant: [H-].[Na+].[C:3]1(=[O:13])[NH:7][C:6](=[O:8])[C:5]2=[CH:9][CH:10]=[CH:11][CH:12]=[C:4]12.[F:14][C:15]1[CH:20]=[C:19]([N+:21]([O-:23])=[O:22])[C:18]([CH3:24])=[CH:17][C:16]=1F.Cl. Product: [F:14][C:15]1[CH:20]=[C:19]([N+:21]([O-:23])=[O:22])[C:18]([CH3:24])=[CH:17][C:16]=1[N:7]1[C:3](=[O:13])[C:4]2[C:5](=[CH:9][CH:10]=[CH:11][CH:12]=2)[C:6]1=[O:8]. The catalyst class is: 3. (4) Reactant: Br[C:2]1[CH:11]=[C:10]2[C:5]([N:6]=[CH:7][CH:8]=[N:9]2)=[C:4]([C:12]([NH:14][CH2:15][C:16]([O:18][CH2:19][CH3:20])=[O:17])=[O:13])[C:3]=1[OH:21].[CH3:22][C:23]1[N:24]=[C:25]([Sn](CCCC)(CCCC)CCCC)[S:26][CH:27]=1. Product: [OH:21][C:3]1[C:4]([C:12]([NH:14][CH2:15][C:16]([O:18][CH2:19][CH3:20])=[O:17])=[O:13])=[C:5]2[C:10](=[CH:11][C:2]=1[C:25]1[S:26][CH:27]=[C:23]([CH3:22])[N:24]=1)[N:9]=[CH:8][CH:7]=[N:6]2. The catalyst class is: 77. (5) Reactant: [Cl:1][C:2]1[CH:3]=[C:4]2[C:8](=[CH:9][CH:10]=1)[NH:7][C:6](=[O:11])[CH2:5]2.[Cl-].[Li+].Br[C:15](Br)([CH2:18][CH3:19])[CH2:16][CH3:17]. Product: [Cl:1][C:2]1[CH:3]=[C:4]2[C:8](=[CH:9][CH:10]=1)[NH:7][C:6](=[O:11])[C:5]12[CH2:19][CH2:18][CH2:15][CH2:16][CH2:17]1. The catalyst class is: 7. (6) Reactant: [Br:1][C:2]1[CH:3]=[C:4]2[CH:10]=[C:9]([C:11]([OH:13])=O)[NH:8][C:5]2=[N:6][CH:7]=1.[C:14](=O)([O-])[O-].[K+].[K+].S([O:25][CH3:26])(OC)(=O)=O. Product: [Br:1][C:2]1[CH:3]=[C:4]2[CH:10]=[C:9]([C:11]([O:25][CH3:26])=[O:13])[N:8]([CH3:14])[C:5]2=[N:6][CH:7]=1. The catalyst class is: 10. (7) Reactant: [OH:1][C:2]1[CH:3]=[CH:4][CH:5]=[C:6]2[C:11]=1[N:10]=[C:9]([CH2:12][CH2:13][C:14]([O:16][CH3:17])=[O:15])[CH:8]=[CH:7]2.C1C=CC(N([S:25]([C:28]([F:31])([F:30])[F:29])(=[O:27])=[O:26])[S:25]([C:28]([F:31])([F:30])[F:29])(=[O:27])=[O:26])=CC=1.CCN(CC)CC. Product: [F:29][C:28]([F:31])([F:30])[S:25]([O:1][C:2]1[CH:3]=[CH:4][CH:5]=[C:6]2[C:11]=1[N:10]=[C:9]([CH2:12][CH2:13][C:14]([O:16][CH3:17])=[O:15])[CH:8]=[CH:7]2)(=[O:27])=[O:26]. The catalyst class is: 3. (8) Reactant: Br[CH2:2][CH2:3][O:4][C:5](=[O:10])[C:6]([CH3:9])([CH3:8])[CH3:7].[C:11]([O:15][C:16](=[O:24])[NH:17][C@@H:18]1[CH2:23][CH2:22][CH2:21][NH:20][CH2:19]1)([CH3:14])([CH3:13])[CH3:12].C(=O)([O-])[O-].[K+].[K+].[I-].[Na+]. Product: [C:11]([O:15][C:16]([NH:17][C@@H:18]1[CH2:23][CH2:22][CH2:21][N:20]([CH2:2][CH2:3][O:4][C:5](=[O:10])[C:6]([CH3:9])([CH3:8])[CH3:7])[CH2:19]1)=[O:24])([CH3:14])([CH3:12])[CH3:13]. The catalyst class is: 3. (9) Reactant: Cl.[NH2:2][OH:3].CCN(CC)CC.[Cl:11][C:12]1[CH:19]=[C:18]([CH2:20][O:21][CH:22]2[CH2:27][CH2:26][CH2:25][CH2:24][O:23]2)[C:17]([O:28][CH3:29])=[CH:16][C:13]=1[C:14]#[N:15]. Product: [Cl:11][C:12]1[CH:19]=[C:18]([CH2:20][O:21][CH:22]2[CH2:27][CH2:26][CH2:25][CH2:24][O:23]2)[C:17]([O:28][CH3:29])=[CH:16][C:13]=1[C:14](=[N:2][OH:3])[NH2:15]. The catalyst class is: 8. (10) Reactant: [CH3:1][O:2][C:3](=[O:20])[NH:4][C:5]1[CH:10]=[CH:9][C:8]([NH:11][CH2:12][CH:13]2[CH2:18][CH2:17][O:16][CH2:15][CH2:14]2)=[C:7]([NH2:19])[CH:6]=1.[CH3:21][C:22]([CH3:27])([CH3:26])[C:23](Cl)=O. Product: [CH3:1][O:2][C:3](=[O:20])[NH:4][C:5]1[CH:10]=[CH:9][C:8]2[N:11]([CH2:12][CH:13]3[CH2:18][CH2:17][O:16][CH2:15][CH2:14]3)[C:21]([C:22]([CH3:27])([CH3:26])[CH3:23])=[N:19][C:7]=2[CH:6]=1. The catalyst class is: 79.